This data is from Peptide-MHC class I binding affinity with 185,985 pairs from IEDB/IMGT. The task is: Regression. Given a peptide amino acid sequence and an MHC pseudo amino acid sequence, predict their binding affinity value. This is MHC class I binding data. (1) The binding affinity (normalized) is 0.820. The peptide sequence is QMISPVMSV. The MHC is HLA-A02:19 with pseudo-sequence HLA-A02:19. (2) The peptide sequence is SVYTTMFGGV. The MHC is HLA-A02:03 with pseudo-sequence HLA-A02:03. The binding affinity (normalized) is 0.805. (3) The peptide sequence is VLQAGFFLL. The binding affinity (normalized) is 0. The MHC is HLA-A68:02 with pseudo-sequence HLA-A68:02. (4) The peptide sequence is IEDLIFLARSA. The MHC is HLA-B44:02 with pseudo-sequence HLA-B44:02. The binding affinity (normalized) is 0.0541. (5) The peptide sequence is MAVTAAPYI. The MHC is HLA-B18:01 with pseudo-sequence HLA-B18:01. The binding affinity (normalized) is 0.0847. (6) The MHC is HLA-B46:01 with pseudo-sequence HLA-B46:01. The binding affinity (normalized) is 0.0847. The peptide sequence is VQLPQYFTF. (7) The binding affinity (normalized) is 0.0847. The MHC is HLA-B58:01 with pseudo-sequence HLA-B58:01. The peptide sequence is YKEPNSIIL.